Dataset: Full USPTO retrosynthesis dataset with 1.9M reactions from patents (1976-2016). Task: Predict the reactants needed to synthesize the given product. (1) Given the product [C:14]1([C:20]([C:21]2[CH:22]=[CH:23][CH:24]=[CH:25][CH:26]=2)([C:27]2[CH:28]=[CH:29][CH:30]=[CH:31][CH:32]=2)[N:4]2[CH2:5][CH2:6][N:1]([C:7]3[N:8]=[CH:9][C:10]([I:13])=[CH:11][N:12]=3)[CH2:2][CH2:3]2)[CH:15]=[CH:16][CH:17]=[CH:18][CH:19]=1, predict the reactants needed to synthesize it. The reactants are: [N:1]1([C:7]2[N:12]=[CH:11][C:10]([I:13])=[CH:9][N:8]=2)[CH2:6][CH2:5][NH:4][CH2:3][CH2:2]1.[C:14]1([C:20](Cl)([C:27]2[CH:32]=[CH:31][CH:30]=[CH:29][CH:28]=2)[C:21]2[CH:26]=[CH:25][CH:24]=[CH:23][CH:22]=2)[CH:19]=[CH:18][CH:17]=[CH:16][CH:15]=1.C(N(CC)CC)C. (2) Given the product [Cl:42][C:43]1[CH:48]=[CH:47][C:46]([C@H:49]2[CH2:58][CH2:57][N:56]3[C:51]([NH:52][N:53]=[C:54]([CH2:60][NH:61][C:8]([C:2]4([CH3:1])[S:3][CH2:4][CH2:5][CH2:6][S:7]4)=[O:10])[C:55]3=[O:59])=[N:50]2)=[CH:45][CH:44]=1, predict the reactants needed to synthesize it. The reactants are: [CH3:1][C:2]1([C:8]([OH:10])=O)[S:7][CH2:6][CH2:5][CH2:4][S:3]1.CCN=C=NCCCN(C)C.C1C=C2N=NN(O)C2=CC=1.O.CCN(C(C)C)C(C)C.[Cl:42][C:43]1[CH:48]=[CH:47][C:46]([C@H:49]2[CH2:58][CH2:57][N:56]3[C:51](=[N:52][N:53]4C(C5(C)CC5)=[N:61][CH:60]=[C:54]4[C:55]3=[O:59])[NH:50]2)=[CH:45][CH:44]=1. (3) Given the product [CH3:15][CH:12]1[CH2:13][CH2:14][NH:8][CH2:9][C:10]2[CH:19]=[CH:18][C:17]([N:20]3[CH2:25][CH2:24][O:23][CH2:22][CH2:21]3)=[N:16][C:11]1=2, predict the reactants needed to synthesize it. The reactants are: C([N:8]1[CH2:14][CH2:13][C:12](=[CH2:15])[C:11]2[N:16]=[C:17]([N:20]3[CH2:25][CH2:24][O:23][CH2:22][CH2:21]3)[CH:18]=[CH:19][C:10]=2[CH2:9]1)C1C=CC=CC=1. (4) Given the product [N:1]1([C:5]2[C:10]3=[C:11]([C:15]4[CH:16]=[N:17][N:18]([CH3:20])[C:19]=4[C:22]4[CH:27]=[CH:26][C:25]([C:28]([F:31])([F:30])[F:29])=[CH:24][N:23]=4)[N:12]=[C:13]([CH3:14])[N:9]3[N:8]=[CH:7][N:6]=2)[CH2:4][CH2:3][CH2:2]1, predict the reactants needed to synthesize it. The reactants are: [N:1]1([C:5]2[C:10]3=[C:11]([C:15]4[CH:16]=[N:17][N:18]([CH3:20])[CH:19]=4)[N:12]=[C:13]([CH3:14])[N:9]3[N:8]=[CH:7][N:6]=2)[CH2:4][CH2:3][CH2:2]1.Br[C:22]1[CH:27]=[CH:26][C:25]([C:28]([F:31])([F:30])[F:29])=[CH:24][N:23]=1.C(=O)([O-])[O-].[K+].[K+].